From a dataset of Reaction yield outcomes from USPTO patents with 853,638 reactions. Predict the reaction yield, written as a fraction of the theoretical maximum amount of product (1.0 means a 100% yield; for example, 0.34 means a 34% yield). The reactants are [SH:1][C:2]1[N:10]=[CH:9][CH:8]=[CH:7][C:3]=1[C:4]([OH:6])=[O:5].Br[CH2:12][CH3:13]. No catalyst specified. The product is [CH2:12]([S:1][C:2]1[N:10]=[CH:9][CH:8]=[CH:7][C:3]=1[C:4]([OH:6])=[O:5])[CH3:13]. The yield is 0.800.